Task: Predict the product of the given reaction.. Dataset: Forward reaction prediction with 1.9M reactions from USPTO patents (1976-2016) (1) Given the reactants C([O:5][C:6]([CH:8]1[CH:12]([C:13]2[CH:18]=[C:17]([Cl:19])[CH:16]=[CH:15][C:14]=2[O:20][CH3:21])[C:11]([C:24]2[CH:29]=[CH:28][C:27]([Cl:30])=[CH:26][C:25]=2[F:31])([C:22]#[N:23])[CH:10]([CH2:32][C:33]([CH3:36])([CH3:35])[CH3:34])[NH:9]1)=[O:7])(C)(C)C.[F:37][C:38]([F:43])([F:42])[C:39]([OH:41])=[O:40], predict the reaction product. The product is: [F:37][C:38]([F:43])([F:42])[C:39]([OH:41])=[O:40].[Cl:30][C:27]1[CH:28]=[CH:29][C:24]([C:11]2([C:22]#[N:23])[CH:10]([CH2:32][C:33]([CH3:36])([CH3:35])[CH3:34])[NH:9][CH:8]([C:6]([OH:7])=[O:5])[CH:12]2[C:13]2[CH:18]=[C:17]([Cl:19])[CH:16]=[CH:15][C:14]=2[O:20][CH3:21])=[C:25]([F:31])[CH:26]=1. (2) Given the reactants [NH2:1][C:2]1[C:7]([C:8]#[N:9])=[C:6](Cl)[N:5]=[CH:4][N:3]=1.[Br:11][C:12]1[C:17]2[N:18]([CH3:24])[C:19]([C@@H:21]([NH2:23])[CH3:22])=[N:20][C:16]=2[CH:15]=[CH:14][C:13]=1[F:25].CCN(C(C)C)C(C)C.O, predict the reaction product. The product is: [NH2:1][C:2]1[C:7]([C:8]#[N:9])=[C:6]([NH:23][C@H:21]([C:19]2[N:18]([CH3:24])[C:17]3[C:12]([Br:11])=[C:13]([F:25])[CH:14]=[CH:15][C:16]=3[N:20]=2)[CH3:22])[N:5]=[CH:4][N:3]=1. (3) Given the reactants CCN(C(C)C)C(C)C.[Cl:10][C:11]1[C:19]([C:20]#[N:21])=[CH:18][C:14]([C:15](Cl)=[O:16])=[C:13]([CH3:22])[N:12]=1.[F:23][C:24]([F:28])([F:27])[CH2:25][OH:26], predict the reaction product. The product is: [Cl:10][C:11]1[C:19]([C:20]#[N:21])=[CH:18][C:14]([C:15]([O:26][CH2:25][C:24]([F:28])([F:27])[F:23])=[O:16])=[C:13]([CH3:22])[N:12]=1. (4) Given the reactants [Cl:1][C:2]1[N:3]=[C:4]([C:9]([NH:11][C@H:12]2[CH2:17][CH2:16][N:15]([C:18]3[S:19][C:20]([C:25]([O:27][CH2:28][CH3:29])=[O:26])=[C:21]([CH:23]=[O:24])[N:22]=3)[CH2:14][C@H:13]2[O:30][CH2:31][CH2:32][CH3:33])=[O:10])[NH:5][C:6]=1[CH2:7][CH3:8].Cl([O-])=[O:35].[Na+].P([O-])(O)(O)=O.[Na+].CC(=CC)C, predict the reaction product. The product is: [Cl:1][C:2]1[N:3]=[C:4]([C:9]([NH:11][C@H:12]2[CH2:17][CH2:16][N:15]([C:18]3[S:19][C:20]([C:25]([O:27][CH2:28][CH3:29])=[O:26])=[C:21]([C:23]([OH:35])=[O:24])[N:22]=3)[CH2:14][C@H:13]2[O:30][CH2:31][CH2:32][CH3:33])=[O:10])[NH:5][C:6]=1[CH2:7][CH3:8]. (5) The product is: [N:23]1([C:20]2[CH:21]=[CH:22][C:17]([C:15]3[N:7]=[C:5]([C:4]4[CH:3]=[C:2]([CH:10]=[CH:9][CH:8]=4)[C:1]([OH:12])=[O:11])[O:6][CH:14]=3)=[CH:18][CH:19]=2)[CH2:24][CH2:25][CH2:26][CH2:27]1. Given the reactants [C:1]([OH:12])(=[O:11])[C:2]1[CH:10]=[CH:9][CH:8]=[C:4]([C:5]([NH2:7])=[O:6])[CH:3]=1.Br[CH2:14][C:15]([C:17]1[CH:22]=[CH:21][C:20]([N:23]2[CH2:27][CH2:26][CH2:25][CH2:24]2)=[CH:19][CH:18]=1)=O, predict the reaction product. (6) Given the reactants CC[Mg+].[Br-].Br[C:6]1[S:7][CH:8]=[CH:9][C:10]=1[CH3:11].[O:12]=[C:13]1[CH2:18][CH2:17][N:16]([C:19]([O:21][C:22]([CH3:25])([CH3:24])[CH3:23])=[O:20])[CH2:15][CH2:14]1.Cl, predict the reaction product. The product is: [OH:12][C:13]1([C:6]2[S:7][CH:8]=[CH:9][C:10]=2[CH3:11])[CH2:14][CH2:15][N:16]([C:19]([O:21][C:22]([CH3:25])([CH3:24])[CH3:23])=[O:20])[CH2:17][CH2:18]1. (7) Given the reactants [CH3:1][N:2]1[C:6]([C:7]2[S:8][CH:9]=[CH:10][CH:11]=2)=[CH:5][C:4]([CH2:12][P:13](=[O:20])([O:17][CH2:18][CH3:19])[O:14][CH2:15][CH3:16])=[N:3]1.BrCC1C=C(C2SC=CC=2)N(C[C:34]2[CH:39]=[CH:38][C:37]([O:40][CH3:41])=[CH:36][CH:35]=2)N=1, predict the reaction product. The product is: [CH3:41][O:40][C:37]1[CH:38]=[CH:39][C:34]([CH2:1][N:2]2[C:6]([C:7]3[S:8][CH:9]=[CH:10][CH:11]=3)=[CH:5][C:4]([CH2:12][P:13](=[O:20])([O:17][CH2:18][CH3:19])[O:14][CH2:15][CH3:16])=[N:3]2)=[CH:35][CH:36]=1.